This data is from Peptide-MHC class II binding affinity with 134,281 pairs from IEDB. The task is: Regression. Given a peptide amino acid sequence and an MHC pseudo amino acid sequence, predict their binding affinity value. This is MHC class II binding data. (1) The peptide sequence is YDKFLANVSEVLTGK. The MHC is DRB1_0101 with pseudo-sequence DRB1_0101. The binding affinity (normalized) is 0.824. (2) The peptide sequence is GELQIVDKIDAAFYI. The MHC is DRB1_0404 with pseudo-sequence DRB1_0404. The binding affinity (normalized) is 0.560. (3) The peptide sequence is AFKVAATAANATPAN. The MHC is DRB1_0401 with pseudo-sequence DRB1_0401. The binding affinity (normalized) is 0.505. (4) The peptide sequence is KNGSRHSHGMLLKDL. The MHC is DRB1_0101 with pseudo-sequence DRB1_0101. The binding affinity (normalized) is 0.464. (5) The MHC is DRB1_0701 with pseudo-sequence DRB1_0701. The binding affinity (normalized) is 0.688. The peptide sequence is RVSDVSVLMKEYDVS. (6) The peptide sequence is YDKFLANSSTVLTGK. The MHC is DRB1_1602 with pseudo-sequence DRB1_1602. The binding affinity (normalized) is 0.660. (7) The peptide sequence is LHQNFKDTSMQKTIP. The MHC is DRB3_0301 with pseudo-sequence DRB3_0301. The binding affinity (normalized) is 0.255.